From a dataset of Catalyst prediction with 721,799 reactions and 888 catalyst types from USPTO. Predict which catalyst facilitates the given reaction. Reactant: [CH3:1][N:2]1[CH2:18][CH2:17][C:5]2[N:6]([CH2:14][C:15]#[CH:16])[C:7]3[CH:8]=[CH:9][C:10]([CH3:13])=[CH:11][C:12]=3[C:4]=2[CH2:3]1.Br[C:20]1[CH:21]=[N:22][CH:23]=[CH:24][CH:25]=1.C(N(CC)CC)C. Product: [CH3:1][N:2]1[CH2:18][CH2:17][C:5]2[N:6]([CH2:14][C:15]#[C:16][C:21]3[CH:20]=[CH:25][CH:24]=[CH:23][N:22]=3)[C:7]3[CH:8]=[CH:9][C:10]([CH3:13])=[CH:11][C:12]=3[C:4]=2[CH2:3]1. The catalyst class is: 767.